Dataset: Forward reaction prediction with 1.9M reactions from USPTO patents (1976-2016). Task: Predict the product of the given reaction. (1) Given the reactants [NH2:1][CH2:2][C:3]([C:13]1[CH:18]=[CH:17][C:16]([Br:19])=[CH:15][CH:14]=1)([C:5]1[CH:10]=[CH:9][CH:8]=[C:7]([O:11][CH3:12])[CH:6]=1)[OH:4].C(N(CC)CC)C.[Cl:27][CH2:28][C:29](Cl)=[O:30].O, predict the reaction product. The product is: [Br:19][C:16]1[CH:15]=[CH:14][C:13]([C:3]([OH:4])([C:5]2[CH:10]=[CH:9][CH:8]=[C:7]([O:11][CH3:12])[CH:6]=2)[CH2:2][NH:1][C:29](=[O:30])[CH2:28][Cl:27])=[CH:18][CH:17]=1. (2) Given the reactants [NH2:1][C:2]1[CH:3]=[CH:4][C:5]2[C:11]([CH3:13])([CH3:12])[CH2:10][CH2:9][C:8](=[O:14])[N:7]([CH2:15][CH2:16][O:17][CH3:18])[C:6]=2[CH:19]=1.Cl[C:21]1[N:26]=[C:25]([NH:27][C:28]2[CH:33]=[CH:32][C:31]([N:34]3[CH2:39][CH2:38][O:37][CH2:36][CH2:35]3)=[CH:30][C:29]=2[O:40][CH3:41])[C:24]([Cl:42])=[CH:23][N:22]=1, predict the reaction product. The product is: [Cl:42][C:24]1[C:25]([NH:27][C:28]2[CH:33]=[CH:32][C:31]([N:34]3[CH2:35][CH2:36][O:37][CH2:38][CH2:39]3)=[CH:30][C:29]=2[O:40][CH3:41])=[N:26][C:21]([NH:1][C:2]2[CH:3]=[CH:4][C:5]3[C:11]([CH3:13])([CH3:12])[CH2:10][CH2:9][C:8](=[O:14])[N:7]([CH2:15][CH2:16][O:17][CH3:18])[C:6]=3[CH:19]=2)=[N:22][CH:23]=1. (3) The product is: [C:12]([C@@:6]([CH2:7][C:8](=[O:10])[O-:9])([CH2:5][N+:2]([CH3:3])([CH3:4])[CH3:1])[OH:11])(=[O:15])[CH2:13][CH3:14].[C:12]([O-:16])(=[O:15])[CH2:13][CH3:14].[K+:22]. Given the reactants [CH3:1][N+:2]([CH2:5][C@H:6]([OH:11])[CH2:7][C:8]([O-:10])=[O:9])([CH3:4])[CH3:3].[C:12]([O:16]C(=O)CC)(=[O:15])[CH2:13][CH3:14].[OH-].[K+:22], predict the reaction product. (4) Given the reactants [CH3:1][N:2]1[CH2:19][CH2:18][C:5]2[N:6]([CH2:14][C:15](O)=[O:16])[C:7]3[CH:8]=[CH:9][C:10]([CH3:13])=[CH:11][C:12]=3[C:4]=2[CH2:3]1.C1CCC(N=C=NC2CCCCC2)CC1.[NH:35]1[CH2:40][CH2:39][O:38][CH2:37][CH2:36]1.C(O)(C(F)(F)F)=O, predict the reaction product. The product is: [CH3:1][N:2]1[CH2:19][CH2:18][C:5]2[N:6]([CH2:14][C:15]([N:35]3[CH2:40][CH2:39][O:38][CH2:37][CH2:36]3)=[O:16])[C:7]3[CH:8]=[CH:9][C:10]([CH3:13])=[CH:11][C:12]=3[C:4]=2[CH2:3]1. (5) The product is: [F:1][C:2]1[CH:3]=[C:4]([CH2:9][C:10]2[CH:11]=[C:12]([N+:18]([O-:20])=[O:19])[C:13]([C:16]([NH2:17])=[O:23])=[N:14][CH:15]=2)[CH:5]=[CH:6][C:7]=1[F:8]. Given the reactants [F:1][C:2]1[CH:3]=[C:4]([CH2:9][C:10]2[CH:11]=[C:12]([N+:18]([O-:20])=[O:19])[C:13]([C:16]#[N:17])=[N:14][CH:15]=2)[CH:5]=[CH:6][C:7]=1[F:8].O.C([O-])([O-])=[O:23].[K+].[K+], predict the reaction product. (6) Given the reactants CC(C)([O-])C.[K+].[C:7]([O:11][C:12](=[O:21])[NH:13][C:14]([CH3:20])([CH3:19])[CH2:15][C:16](=O)[CH3:17])([CH3:10])([CH3:9])[CH3:8].[C:22]([O:25][CH2:26][CH3:27])(=[O:24])[CH3:23].Cl, predict the reaction product. The product is: [CH2:26]([O:25][C:22](=[O:24])/[CH:23]=[C:16](\[CH3:17])/[CH2:15][C:14]([NH:13][C:12]([O:11][C:7]([CH3:10])([CH3:9])[CH3:8])=[O:21])([CH3:19])[CH3:20])[CH3:27].